Dataset: Catalyst prediction with 721,799 reactions and 888 catalyst types from USPTO. Task: Predict which catalyst facilitates the given reaction. (1) Reactant: [F:1][C:2]1[CH:7]=[CH:6][C:5]([CH:8]([OH:25])[CH2:9][O:10][C:11]2[CH:24]=[CH:23][C:14]([CH2:15][CH:16]3[S:20][C:19](=[O:21])[NH:18][C:17]3=[O:22])=[CH:13][CH:12]=2)=[CH:4][CH:3]=1.CS(C)=O.O=P12OP3(OP(OP(O3)(O1)=O)(=O)O2)=O.C(N(CC)CC)C. Product: [F:1][C:2]1[CH:3]=[CH:4][C:5]([C:8](=[O:25])[CH2:9][O:10][C:11]2[CH:24]=[CH:23][C:14]([CH2:15][CH:16]3[S:20][C:19](=[O:21])[NH:18][C:17]3=[O:22])=[CH:13][CH:12]=2)=[CH:6][CH:7]=1. The catalyst class is: 2. (2) Reactant: N1C=CC=CC=1S[S:8][CH2:9][CH2:10][NH:11][C:12]([C:14]1[CH-:15][CH:16]=[CH:17][CH:18]=1)=[O:13].[CH-:19]1[CH:23]=[CH:22][CH:21]=[CH:20]1.[Fe+2:24].C(S)[C@@H](O)[C@H](O)CS.CCN(CC)CC. Product: [SH:8][CH2:9][CH2:10][NH:11][C:12]([C:14]1[CH-:18][CH:17]=[CH:16][CH:15]=1)=[O:13].[CH-:19]1[CH:23]=[CH:22][CH:21]=[CH:20]1.[Fe+2:24]. The catalyst class is: 5.